Dataset: CYP1A2 inhibition data for predicting drug metabolism from PubChem BioAssay. Task: Regression/Classification. Given a drug SMILES string, predict its absorption, distribution, metabolism, or excretion properties. Task type varies by dataset: regression for continuous measurements (e.g., permeability, clearance, half-life) or binary classification for categorical outcomes (e.g., BBB penetration, CYP inhibition). Dataset: cyp1a2_veith. (1) The compound is COC(=O)[C@@]1(Cc2ccc(OC)cc2)[C@H]2c3cc(C(=O)N4CCCC4)n(Cc4ccc(C)o4)c3C[C@H]2CN1C(=O)c1ccccc1. The result is 0 (non-inhibitor). (2) The result is 0 (non-inhibitor). The compound is CCC(C)(C(=O)NC1CCCC1)N(Cc1ccco1)C(=O)c1ccccn1. (3) The molecule is O=C(CCOc1ccccc1)Nc1ccccc1. The result is 1 (inhibitor).